Dataset: Retrosynthesis with 50K atom-mapped reactions and 10 reaction types from USPTO. Task: Predict the reactants needed to synthesize the given product. (1) Given the product COc1ccccc1Oc1ccc(Nc2c(C#N)cnn3cc(N(C)C(=O)OCCN4CCOCC4)c(C)c23)cc1, predict the reactants needed to synthesize it. The reactants are: CI.COc1ccccc1Oc1ccc(Nc2c(C#N)cnn3cc(NC(=O)OCCN4CCOCC4)c(C)c23)cc1. (2) Given the product COc1ccc(Cn2nnc(C(=O)c3cc(OC)c(C)cc3[N+](=O)[O-])c2C(=O)O)cc1, predict the reactants needed to synthesize it. The reactants are: CCOC(=O)c1c(C(=O)c2cc(OC)c(C)cc2[N+](=O)[O-])nnn1Cc1ccc(OC)cc1. (3) Given the product C[C@H](C[C@H](O)[C@H](Cc1ccccc1)NC(=O)c1ccc(F)c(N2CCCC2=O)c1)C(=O)NCCC(C)(C)C, predict the reactants needed to synthesize it. The reactants are: C[C@H](C[C@H](O)[C@H](Cc1ccccc1)NC(=O)c1ccc(F)c(Br)c1)C(=O)NCCC(C)(C)C.O=C1CCCN1. (4) Given the product COCCn1cc(C(=O)N2CCC(c3cc(CN)ccc3F)CC2)c2cc(Cl)cc(C)c21, predict the reactants needed to synthesize it. The reactants are: COCCn1cc(C(=O)N2CCC(c3cc(CNC(=O)C(F)(F)F)ccc3F)CC2)c2cc(Cl)cc(C)c21.